This data is from Reaction yield outcomes from USPTO patents with 853,638 reactions. The task is: Predict the reaction yield, written as a fraction of the theoretical maximum amount of product (1.0 means a 100% yield; for example, 0.34 means a 34% yield). The reactants are [C:1]1([C:7]([OH:9])=[O:8])([C:4](O)=[O:5])[CH2:3][CH2:2]1.S(Cl)(Cl)=O.[F:14][C:15]1[CH:21]=[C:20]([F:22])[CH:19]=[CH:18][C:16]=1[NH2:17].[OH-].[Na+]. The catalyst is O1CCCC1.C(N(CC)CC)C. The product is [F:14][C:15]1[CH:21]=[C:20]([F:22])[CH:19]=[CH:18][C:16]=1[NH:17][C:4]([C:1]1([C:7]([OH:9])=[O:8])[CH2:3][CH2:2]1)=[O:5]. The yield is 0.630.